This data is from Experimentally validated miRNA-target interactions with 360,000+ pairs, plus equal number of negative samples. The task is: Binary Classification. Given a miRNA mature sequence and a target amino acid sequence, predict their likelihood of interaction. The miRNA is hsa-miR-6072 with sequence UCCUCAUCACACUGCACCUUAG. The protein sequence of the target gene is MAILPLLLCLLPLAPASSPPQSATPSPCPRRCRCQTQSLPLSVLCPGAGLLFVPPSLDRRAAELRLADNFIASVRRRDLANMTGLLHLSLSRNTIRHVAAGAFADLRALRALHLDGNRLTSLGEGQLRGLVNLRHLILSNNQLAALAAGALDDCAETLEDLDLSYNNLEQLPWEALGRLGNVNTLGLDHNLLASVPAGAFSRLHKLARLDMTSNRLTTIPPDPLFSRLPLLARPRGSPASALVLAFGGNPLHCNCELVWLRRLAREDDLEACASPPALGGRYFWAVGEEEFVCEPPVVTH.... Result: 0 (no interaction).